This data is from NCI-60 drug combinations with 297,098 pairs across 59 cell lines. The task is: Regression. Given two drug SMILES strings and cell line genomic features, predict the synergy score measuring deviation from expected non-interaction effect. (1) Drug 1: CC=C1C(=O)NC(C(=O)OC2CC(=O)NC(C(=O)NC(CSSCCC=C2)C(=O)N1)C(C)C)C(C)C. Drug 2: CN(CCCl)CCCl.Cl. Cell line: OVCAR3. Synergy scores: CSS=73.2, Synergy_ZIP=-1.27, Synergy_Bliss=5.08, Synergy_Loewe=-12.7, Synergy_HSA=4.41. (2) Drug 1: CN(CCCl)CCCl.Cl. Drug 2: C1CN(P(=O)(OC1)NCCCl)CCCl. Cell line: U251. Synergy scores: CSS=24.4, Synergy_ZIP=0.831, Synergy_Bliss=1.47, Synergy_Loewe=-29.4, Synergy_HSA=-1.19. (3) Drug 1: C1CC(=O)NC(=O)C1N2CC3=C(C2=O)C=CC=C3N. Drug 2: CN(C)C1=NC(=NC(=N1)N(C)C)N(C)C. Cell line: SK-MEL-2. Synergy scores: CSS=2.73, Synergy_ZIP=1.82, Synergy_Bliss=4.47, Synergy_Loewe=1.16, Synergy_HSA=1.15. (4) Drug 1: CN(C)N=NC1=C(NC=N1)C(=O)N. Drug 2: CCN(CC)CCNC(=O)C1=C(NC(=C1C)C=C2C3=C(C=CC(=C3)F)NC2=O)C. Cell line: BT-549. Synergy scores: CSS=-2.15, Synergy_ZIP=2.41, Synergy_Bliss=1.26, Synergy_Loewe=-3.09, Synergy_HSA=-2.75. (5) Drug 1: COC1=CC(=CC(=C1O)OC)C2C3C(COC3=O)C(C4=CC5=C(C=C24)OCO5)OC6C(C(C7C(O6)COC(O7)C8=CC=CS8)O)O. Drug 2: C1=NC(=NC(=O)N1C2C(C(C(O2)CO)O)O)N. Cell line: SK-MEL-5. Synergy scores: CSS=21.0, Synergy_ZIP=4.83, Synergy_Bliss=6.31, Synergy_Loewe=-3.34, Synergy_HSA=3.49.